This data is from Tyrosyl-DNA phosphodiesterase HTS with 341,365 compounds. The task is: Binary Classification. Given a drug SMILES string, predict its activity (active/inactive) in a high-throughput screening assay against a specified biological target. (1) The drug is Clc1ccc(OCC(=O)N2CC3(ON=C(C3)c3cc(NC(=O)C(C)=C)ccc3)CC2C(=O)N)cc1. The result is 1 (active). (2) The drug is O=C(N1CCN(CC1)c1ccccc1)CCCCCn1c(=O)c2c([nH]c1=O)cc(OC)c(OC)c2. The result is 0 (inactive).